From a dataset of Reaction yield outcomes from USPTO patents with 853,638 reactions. Predict the reaction yield, written as a fraction of the theoretical maximum amount of product (1.0 means a 100% yield; for example, 0.34 means a 34% yield). (1) The reactants are Cl.[CH2:2]1[C:11]2[C:6](=[CH:7][CH:8]=[C:9]([C:12]([O:14][CH3:15])=[O:13])[CH:10]=2)[CH2:5][CH2:4][NH:3]1.CCN(C(C)C)C(C)C.[CH3:25][C:26]([O:29][C:30](O[C:30]([O:29][C:26]([CH3:28])([CH3:27])[CH3:25])=[O:31])=[O:31])([CH3:28])[CH3:27]. The catalyst is C(Cl)Cl. The product is [CH2:2]1[C:11]2[C:6](=[CH:7][CH:8]=[C:9]([C:12]([O:14][CH3:15])=[O:13])[CH:10]=2)[CH2:5][CH2:4][N:3]1[C:30]([O:29][C:26]([CH3:28])([CH3:27])[CH3:25])=[O:31]. The yield is 0.850. (2) The yield is 0.560. The product is [CH3:1][O:2][C:3]1[CH:4]=[CH:5][C:6]([S:10][CH2:11][C:12]2[CH:17]=[CH:16][CH:15]=[C:14]([N+:18]([O-:20])=[O:19])[CH:13]=2)=[C:7]([NH:8][S:30]([C:22]2[O:21][C:25]3[CH:26]=[CH:27][CH:28]=[CH:29][C:24]=3[CH:23]=2)(=[O:31])=[O:32])[CH:9]=1. The reactants are [CH3:1][O:2][C:3]1[CH:4]=[CH:5][C:6]([S:10][CH2:11][C:12]2[CH:17]=[CH:16][CH:15]=[C:14]([N+:18]([O-:20])=[O:19])[CH:13]=2)=[C:7]([CH:9]=1)[NH2:8].[O:21]1[C:25]2[CH:26]=[CH:27][CH:28]=[CH:29][C:24]=2[CH:23]=[C:22]1[S:30](Cl)(=[O:32])=[O:31]. The catalyst is N1C=CC=CC=1. (3) The reactants are I[C:2]1[CH:21]=[CH:20][C:5]([CH2:6][O:7][C@@H:8]2[CH2:13][O:12][C:11]3=[N:14][C:15]([N+:17]([O-:19])=[O:18])=[CH:16][N:10]3[CH2:9]2)=[CH:4][CH:3]=1.[C:22]([Si](C)(C)C)#[CH:23]. The catalyst is CN(C=O)C.CCN(CC)CC.[Cu](I)I.Cl[Pd](Cl)([P](C1C=CC=CC=1)(C1C=CC=CC=1)C1C=CC=CC=1)[P](C1C=CC=CC=1)(C1C=CC=CC=1)C1C=CC=CC=1. The product is [C:22]([C:2]1[CH:21]=[CH:20][C:5]([CH2:6][O:7][C@@H:8]2[CH2:13][O:12][C:11]3=[N:14][C:15]([N+:17]([O-:19])=[O:18])=[CH:16][N:10]3[CH2:9]2)=[CH:4][CH:3]=1)#[CH:23]. The yield is 0.710. (4) The reactants are C(O[C:4](=[O:17])[CH:5]([CH2:14][CH2:15][CH3:16])[C:6](=O)[C:7]1[CH:12]=[CH:11][CH:10]=[CH:9][CH:8]=1)C.[NH:18]([C:20]1[CH:25]=[CH:24][CH:23]=[CH:22][N:21]=1)[NH2:19]. The catalyst is C(O)C. The product is [N:21]1[CH:22]=[CH:23][CH:24]=[CH:25][C:20]=1[N:18]1[C:4]([OH:17])=[C:5]([CH2:14][CH2:15][CH3:16])[C:6]([C:7]2[CH:8]=[CH:9][CH:10]=[CH:11][CH:12]=2)=[N:19]1. The yield is 0.820.